From a dataset of Catalyst prediction with 721,799 reactions and 888 catalyst types from USPTO. Predict which catalyst facilitates the given reaction. (1) Reactant: Cl[CH2:2][CH2:3][CH2:4][O:5][C:6]1[CH:15]=[C:14]2[C:9]([C:10]([O:16][C:17]3[CH:22]=[C:21]([CH3:23])[C:20]([CH3:24])=[CH:19][C:18]=3[C:25](=[O:27])[CH3:26])=[CH:11][CH:12]=[N:13]2)=[CH:8][C:7]=1[O:28][CH3:29].[NH:30]1[CH:34]=[CH:33][N:32]=[CH:31]1.C(=O)([O-])[O-].[K+].[K+].O. Product: [N:30]1([CH2:2][CH2:3][CH2:4][O:5][C:6]2[CH:15]=[C:14]3[C:9]([C:10]([O:16][C:17]4[CH:22]=[C:21]([CH3:23])[C:20]([CH3:24])=[CH:19][C:18]=4[C:25](=[O:27])[CH3:26])=[CH:11][CH:12]=[N:13]3)=[CH:8][C:7]=2[O:28][CH3:29])[CH:34]=[CH:33][N:32]=[CH:31]1. The catalyst class is: 9. (2) Reactant: [C:1]([O:5][C:6]([NH:8][CH:9]1[CH2:14][CH2:13][N:12]([C:15]([O:17][CH2:18][C:19]2[CH:24]=[C:23]([C:25]([F:28])([F:27])[F:26])[CH:22]=[C:21](Br)[CH:20]=2)=[O:16])[CH2:11][CH2:10]1)=[O:7])([CH3:4])([CH3:3])[CH3:2].[CH3:30][N:31](C=O)C. Product: [C:1]([O:5][C:6]([NH:8][CH:9]1[CH2:14][CH2:13][N:12]([C:15]([O:17][CH2:18][C:19]2[CH:24]=[C:23]([C:25]([F:28])([F:27])[F:26])[CH:22]=[C:21]([C:30]#[N:31])[CH:20]=2)=[O:16])[CH2:11][CH2:10]1)=[O:7])([CH3:4])([CH3:3])[CH3:2]. The catalyst class is: 267. (3) Reactant: [NH2:1][C:2]1[C:7]([CH:8]=[O:9])=[C:6]([N:10]2[CH2:15][CH2:14][CH:13]([C:16]3[N:17]([CH3:32])[CH:18]=[C:19]([C:21]4[CH:26]=[CH:25][C:24]([F:27])=[C:23]([C:28]([F:31])([F:30])[F:29])[CH:22]=4)[N:20]=3)[CH2:12][CH2:11]2)[N:5]=[CH:4][N:3]=1.[BH4-].[Na+]. Product: [NH2:1][C:2]1[C:7]([CH2:8][OH:9])=[C:6]([N:10]2[CH2:15][CH2:14][CH:13]([C:16]3[N:17]([CH3:32])[CH:18]=[C:19]([C:21]4[CH:26]=[CH:25][C:24]([F:27])=[C:23]([C:28]([F:31])([F:30])[F:29])[CH:22]=4)[N:20]=3)[CH2:12][CH2:11]2)[N:5]=[CH:4][N:3]=1. The catalyst class is: 14.